From a dataset of Forward reaction prediction with 1.9M reactions from USPTO patents (1976-2016). Predict the product of the given reaction. (1) Given the reactants CC1(C)C[O:6][B:5]([C:8]2[CH:13]=[CH:12][C:11]([CH2:14][CH2:15][CH2:16][C:17]([OH:19])=[O:18])=[CH:10][CH:9]=2)[O:4]C1.[OH-].[Na+], predict the reaction product. The product is: [B:5]([C:8]1[CH:9]=[CH:10][C:11]([CH2:14][CH2:15][CH2:16][C:17]([OH:19])=[O:18])=[CH:12][CH:13]=1)([OH:6])[OH:4]. (2) Given the reactants [CH:1]([O:4][C:5]([NH:7][C@H:8]([C:19]1[CH:24]=[CH:23][CH:22]=[CH:21][CH:20]=1)[C:9]([N:11]1[CH2:15][CH2:14][CH2:13][C@H:12]1[C:16](O)=[O:17])=[O:10])=[O:6])([CH3:3])[CH3:2].[NH2:25][CH2:26][C:27]1[CH:28]=[C:29]2[C:34](=[CH:35][CH:36]=1)[C:33]([NH2:37])=[N:32][CH:31]=[CH:30]2.CN1CCOCC1.F[B-](F)(F)F.N1(OC(N(C)C)=[N+](C)C)C2C=CC=CC=2N=N1, predict the reaction product. The product is: [CH:1]([O:4][C:5](=[O:6])[NH:7][C@H:8]([C:19]1[CH:20]=[CH:21][CH:22]=[CH:23][CH:24]=1)[C:9]([N:11]1[CH2:15][CH2:14][CH2:13][C@H:12]1[C:16](=[O:17])[NH:25][CH2:26][C:27]1[CH:28]=[C:29]2[C:34](=[CH:35][CH:36]=1)[C:33]([NH2:37])=[N:32][CH:31]=[CH:30]2)=[O:10])([CH3:3])[CH3:2]. (3) Given the reactants [CH3:1][O:2][NH:3][C:4]([C:6]1[CH:7]=[C:8]([NH:13][C:14]2[C:19]3=[C:20]([CH:27]([CH3:29])[CH3:28])[C:21](C(NC)=O)=[CH:22][N:18]3[N:17]=[CH:16][N:15]=2)[CH:9]=[CH:10][C:11]=1[CH3:12])=[O:5].C([N:32]([CH2:35]C)CC)C.C1(P(N=[N+]=[N-])(C2C=CC=CC=2)=[O:44])C=CC=CC=1.[CH3:54][N:55]1[CH2:59][CH2:58][CH2:57][CH:56]1[CH2:60][CH2:61][OH:62], predict the reaction product. The product is: [CH3:54][N:55]1[CH2:59][CH2:58][CH2:57][CH:56]1[CH2:60][CH2:61][O:62][C:35](=[O:44])[NH:32][C:21]1[C:20]([CH:27]([CH3:29])[CH3:28])=[C:19]2[N:18]([CH:22]=1)[N:17]=[CH:16][N:15]=[C:14]2[NH:13][C:8]1[CH:9]=[CH:10][C:11]([CH3:12])=[C:6]([C:4]([NH:3][O:2][CH3:1])=[O:5])[CH:7]=1. (4) Given the reactants [CH3:1][O:2][CH2:3][CH:4]([NH:6][C:7]([C:9]1[CH:10]=[C:11]([C:16]2[CH:21]=[CH:20][C:19]([CH3:22])=[CH:18][CH:17]=2)[CH:12]=[C:13](I)[CH:14]=1)=[O:8])[CH3:5].C1C=CC(P(C2C=CC=CC=2)C2C=CC=CC=2)=CC=1.[S:42]1[C:46]2[CH:47]=[CH:48][CH:49]=[CH:50][C:45]=2[N:44]=[CH:43]1, predict the reaction product. The product is: [CH3:1][O:2][CH2:3][CH:4]([NH:6][C:7]([C:9]1[CH:10]=[C:11]([C:16]2[CH:21]=[CH:20][C:19]([CH3:22])=[CH:18][CH:17]=2)[CH:12]=[C:13]([C:43]2[S:42][C:46]3[CH:47]=[CH:48][CH:49]=[CH:50][C:45]=3[N:44]=2)[CH:14]=1)=[O:8])[CH3:5]. (5) Given the reactants [C:1]1([C:7]#[C:8][CH2:9][OH:10])[CH2:6][CH2:5][CH2:4][CH2:3][CH:2]=1.[CH3:11][SiH:12]([CH3:17])N[SiH](C)C, predict the reaction product. The product is: [C:1]1([C:7]#[C:8][CH2:9][O:10][SiH:12]([CH3:17])[CH3:11])[CH2:6][CH2:5][CH2:4][CH2:3][CH:2]=1. (6) The product is: [CH3:13][O:14][C:15]1[CH:20]=[C:19]([O:21][CH3:22])[CH:18]=[CH:17][C:16]=1[CH2:23][NH:24][CH2:2][CH2:1][C:3]1[CH:12]=[CH:11][C:6]([C:7]([O:9][CH3:10])=[O:8])=[CH:5][N:4]=1. Given the reactants [CH:1]([C:3]1[CH:12]=[CH:11][C:6]([C:7]([O:9][CH3:10])=[O:8])=[CH:5][N:4]=1)=[CH2:2].[CH3:13][O:14][C:15]1[CH:20]=[C:19]([O:21][CH3:22])[CH:18]=[CH:17][C:16]=1[CH2:23][NH2:24].CC(O)=O, predict the reaction product.